Dataset: Reaction yield outcomes from USPTO patents with 853,638 reactions. Task: Predict the reaction yield, written as a fraction of the theoretical maximum amount of product (1.0 means a 100% yield; for example, 0.34 means a 34% yield). (1) The reactants are Cl[C:2]1[CH:7]=[C:6]([N:8]2[CH:12]=[CH:11][CH:10]=[N:9]2)[N:5]=[CH:4][N:3]=1.[NH3:13]. The catalyst is C(O)(C)C. The product is [N:8]1([C:6]2[N:5]=[CH:4][N:3]=[C:2]([NH2:13])[CH:7]=2)[CH:12]=[CH:11][CH:10]=[N:9]1. The yield is 0.980. (2) The reactants are [C:1]([O:5][C:6]([N:8]1[C:16]2[C:11](=[N:12][C:13]([O:17][CH3:18])=[CH:14][CH:15]=2)[CH:10]=[C:9]1B(O)O)=[O:7])([CH3:4])([CH3:3])[CH3:2].C([O-])(O)=O.[Na+].[Cl:27][C:28]1[N:33]=[C:32](I)[C:31]([OH:35])=[CH:30][CH:29]=1. The catalyst is O1CCOCC1.C1C=CC(P(C2C=CC=CC=2)[C-]2C=CC=C2)=CC=1.C1C=CC(P(C2C=CC=CC=2)[C-]2C=CC=C2)=CC=1.Cl[Pd]Cl.[Fe+2]. The product is [Cl:27][C:28]1[N:33]=[C:32]([C:9]2[N:8]([C:6]([O:5][C:1]([CH3:4])([CH3:3])[CH3:2])=[O:7])[C:16]3[C:11](=[N:12][C:13]([O:17][CH3:18])=[CH:14][CH:15]=3)[CH:10]=2)[C:31]([OH:35])=[CH:30][CH:29]=1. The yield is 0.400. (3) The catalyst is C(Cl)Cl. The yield is 0.930. The reactants are [Cl-].[Al+3].[Cl-].[Cl-].[Br:5][C:6]1[CH:7]=[C:8]2[CH:14]=[CH:13][NH:12][C:9]2=[N:10][CH:11]=1.[C:15](Cl)(=[O:17])[CH3:16]. The product is [Br:5][C:6]1[CH:7]=[C:8]2[C:14]([C:15](=[O:17])[CH3:16])=[CH:13][NH:12][C:9]2=[N:10][CH:11]=1. (4) The reactants are [N:1]1[CH:6]=[CH:5][CH:4]=[CH:3][C:2]=1[CH:7]=O.[CH3:9][C:10]1[N:19]([C:20]2[CH:25]=[CH:24][CH:23]=[CH:22][CH:21]=2)[C:18](=[O:26])[C:17]2[C:12](=[CH:13][CH:14]=[CH:15][CH:16]=2)[N:11]=1. No catalyst specified. The product is [C:20]1([N:19]2[C:18](=[O:26])[C:17]3[C:12](=[CH:13][CH:14]=[CH:15][CH:16]=3)[N:11]=[C:10]2[CH:9]=[CH:7][C:2]2[CH:3]=[CH:4][CH:5]=[CH:6][N:1]=2)[CH:21]=[CH:22][CH:23]=[CH:24][CH:25]=1. The yield is 0.520. (5) The reactants are C(OC([NH:11][CH:12]([CH2:23][CH2:24][P:25]([O:38][CH3:39])([O:27][C:28]1[CH:33]=[CH:32][C:31]([C:34]([F:37])([F:36])[F:35])=[CH:30][CH:29]=1)=[O:26])[C:13]([O:15]CC1C=CC=CC=1)=[O:14])=O)C1C=CC=CC=1.C1(OC)C=CC=CC=1.[Cl-].[Cl-].[Cl-].[Al+3].O. The catalyst is [N+](C)([O-])=O. The product is [NH2:11][CH:12]([CH2:23][CH2:24][P:25]([O:38][CH3:39])([O:27][C:28]1[CH:33]=[CH:32][C:31]([C:34]([F:35])([F:36])[F:37])=[CH:30][CH:29]=1)=[O:26])[C:13]([OH:15])=[O:14]. The yield is 0.630. (6) The reactants are [I:1][C:2]1[N:7]=[C:6]([CH3:8])[C:5]([OH:9])=[CH:4][CH:3]=1.[Cl:10][C:11]1[CH:16]=[C:15](Cl)[CH:14]=[CH:13][N:12]=1.C([O-])([O-])=O.[K+].[K+].O. The catalyst is CC(N(C)C)=O. The product is [Cl:10][C:11]1[CH:16]=[C:15]([O:9][C:5]2[C:6]([CH3:8])=[N:7][C:2]([I:1])=[CH:3][CH:4]=2)[CH:14]=[CH:13][N:12]=1. The yield is 0.730.